From a dataset of Full USPTO retrosynthesis dataset with 1.9M reactions from patents (1976-2016). Predict the reactants needed to synthesize the given product. (1) Given the product [Cl:30][C:27]1[CH:26]=[CH:25][C:24]([C:21]2[CH:20]=[C:19]3[C:18]([C:16](=[O:17])[N:15]([CH2:14][CH2:13][C:10]4[CH:11]=[CH:12][C:7]([CH2:6][N:1]5[CH2:5][CH2:4][CH2:3][CH2:2]5)=[CH:8][CH:9]=4)[CH:32]=[N:31]3)=[CH:23][CH:22]=2)=[CH:29][CH:28]=1, predict the reactants needed to synthesize it. The reactants are: [N:1]1([CH2:6][C:7]2[CH:12]=[CH:11][C:10]([CH2:13][CH2:14][NH:15][C:16]([C:18]3[CH:23]=[CH:22][C:21]([C:24]4[CH:29]=[CH:28][C:27]([Cl:30])=[CH:26][CH:25]=4)=[CH:20][C:19]=3[NH2:31])=[O:17])=[CH:9][CH:8]=2)[CH2:5][CH2:4][CH2:3][CH2:2]1.[CH:32](O)=O.[OH-].[Na+]. (2) Given the product [Cl:3][C:4]1[CH:5]=[C:6]([C@H:11]2[C@@H:17]([CH2:18][N:19]([C:20](=[O:24])[CH2:21][O:22][CH3:23])[CH3:32])[O:16][CH2:15][CH2:14][N:13]([C:25]([O:27][C:28]([CH3:31])([CH3:30])[CH3:29])=[O:26])[CH2:12]2)[CH:7]=[CH:8][C:9]=1[Cl:10], predict the reactants needed to synthesize it. The reactants are: [H-].[Na+].[Cl:3][C:4]1[CH:5]=[C:6]([C@H:11]2[C@@H:17]([CH2:18][NH:19][C:20](=[O:24])[CH2:21][O:22][CH3:23])[O:16][CH2:15][CH2:14][N:13]([C:25]([O:27][C:28]([CH3:31])([CH3:30])[CH3:29])=[O:26])[CH2:12]2)[CH:7]=[CH:8][C:9]=1[Cl:10].[CH3:32]I.O.